This data is from Forward reaction prediction with 1.9M reactions from USPTO patents (1976-2016). The task is: Predict the product of the given reaction. Given the reactants CN(C)[CH:3]=[C:4]([C:13]1[CH:18]=[CH:17][N:16]=[C:15]([CH3:19])[CH:14]=1)[C:5]([C:7]1[CH:11]=[CH:10][O:9][C:8]=1[CH3:12])=O.[ClH:21].[N:22]1([C:28](=[NH:30])[NH2:29])[CH2:27][CH2:26][CH2:25][CH2:24][CH2:23]1.CC(C)([O-])C.[K+], predict the reaction product. The product is: [ClH:21].[CH3:12][C:8]1[O:9][CH:10]=[CH:11][C:7]=1[C:5]1[C:4]([C:13]2[CH:18]=[CH:17][N:16]=[C:15]([CH3:19])[CH:14]=2)=[CH:3][N:29]=[C:28]([N:22]2[CH2:27][CH2:26][CH2:25][CH2:24][CH2:23]2)[N:30]=1.